Dataset: Forward reaction prediction with 1.9M reactions from USPTO patents (1976-2016). Task: Predict the product of the given reaction. Given the reactants Cl.[NH2:2][NH2:3].C(N(CC)CC)C.[OH:11][C:12]1[CH2:17][CH:16]([CH3:18])[CH2:15][C:14](=O)[C:13]=1[CH2:20][C:21](=O)[C:22]1[CH:27]=[CH:26][CH:25]=[C:24]([C:28]([F:31])([F:30])[F:29])[CH:23]=1, predict the reaction product. The product is: [CH3:18][CH:16]1[CH2:15][C:14]2[NH:3][N:2]=[C:21]([C:22]3[CH:27]=[CH:26][CH:25]=[C:24]([C:28]([F:31])([F:30])[F:29])[CH:23]=3)[CH2:20][C:13]=2[C:12](=[O:11])[CH2:17]1.